Dataset: Forward reaction prediction with 1.9M reactions from USPTO patents (1976-2016). Task: Predict the product of the given reaction. Given the reactants [F-].C([N+](CCCC)(CCCC)CCCC)CCC.[CH3:19][O:20][C:21]1[CH:22]=[CH:23][C:24]2[N:25]([N:31]=[C:32]([C:44]3[CH:49]=[CH:48][CH:47]=[CH:46][CH:45]=3)[C:33]=2[CH2:34][C:35]2[O:39][C:38]([C:40]([O:42][CH3:43])=[O:41])=[CH:37][CH:36]=2)[C:26]=1[Si](C)(C)C.[Cl-].[NH4+], predict the reaction product. The product is: [CH3:19][O:20][C:21]1[CH:22]=[CH:23][C:24]2[N:25]([N:31]=[C:32]([C:44]3[CH:49]=[CH:48][CH:47]=[CH:46][CH:45]=3)[C:33]=2[CH2:34][C:35]2[O:39][C:38]([C:40]([O:42][CH3:43])=[O:41])=[CH:37][CH:36]=2)[CH:26]=1.